This data is from Forward reaction prediction with 1.9M reactions from USPTO patents (1976-2016). The task is: Predict the product of the given reaction. (1) Given the reactants [NH:1]1[CH2:6][CH2:5][CH:4]([CH2:7][OH:8])[CH2:3][CH2:2]1.C(N(CC)C(C)C)(C)C.[C:18](=O)([O:22]C1C=CC([N+]([O-])=O)=CC=1)[S:19][CH2:20][CH3:21].O, predict the reaction product. The product is: [OH:8][CH2:7][CH:4]1[CH2:5][CH2:6][N:1]([C:18](=[O:22])[S:19][CH2:20][CH3:21])[CH2:2][CH2:3]1. (2) Given the reactants [CH3:1][N:2]1[C:7]2=[CH:8][N:9]([C@@H:17]([CH2:21][CH2:22][C:23]([OH:25])=O)[C:18]([OH:20])=[O:19])[C:10]([C:11]3[CH:16]=[CH:15][CH:14]=[CH:13][CH:12]=3)=[C:6]2[C:5](=[O:26])[N:4]([CH3:27])[C:3]1=[O:28], predict the reaction product. The product is: [CH3:1][N:2]1[C:7]2=[C:8]3[N:9]([C:10]([C:11]4[CH:12]=[CH:13][CH:14]=[CH:15][CH:16]=4)=[C:6]2[C:5](=[O:26])[N:4]([CH3:27])[C:3]1=[O:28])[C@H:17]([C:18]([OH:20])=[O:19])[CH2:21][CH2:22][C:23]3=[O:25]. (3) The product is: [C:40]([CH:32]([N:17]([CH2:16][C:13]1[CH:14]=[CH:15][C:10]([C:7]2[O:6][C:5]([C:3]([OH:4])=[O:2])=[CH:9][CH:8]=2)=[CH:11][CH:12]=1)[S:18]([C:21]1[C:26]([CH3:27])=[CH:25][C:24]([O:28][CH3:29])=[C:23]([CH3:30])[C:22]=1[CH3:31])(=[O:20])=[O:19])[CH2:33][C:34]1[CH:39]=[CH:38][CH:37]=[CH:36][CH:35]=1)([OH:42])=[O:41]. Given the reactants C[O:2][C:3]([C:5]1[O:6][C:7]([C:10]2[CH:15]=[CH:14][C:13]([CH2:16][N:17]([CH:32]([C:40]([O:42]C)=[O:41])[CH2:33][C:34]3[CH:39]=[CH:38][CH:37]=[CH:36][CH:35]=3)[S:18]([C:21]3[C:26]([CH3:27])=[CH:25][C:24]([O:28][CH3:29])=[C:23]([CH3:30])[C:22]=3[CH3:31])(=[O:20])=[O:19])=[CH:12][CH:11]=2)=[CH:8][CH:9]=1)=[O:4].[Li+].[OH-].O, predict the reaction product.